From a dataset of Reaction yield outcomes from USPTO patents with 853,638 reactions. Predict the reaction yield, written as a fraction of the theoretical maximum amount of product (1.0 means a 100% yield; for example, 0.34 means a 34% yield). (1) The reactants are [CH3:1][O:2][C:3]1[CH:4]=[C:5]2[C:10](=[CH:11][CH:12]=1)[N:9]=[C:8]([C:13]1[CH:14]=[N:15][CH:16]=[CH:17][CH:18]=1)[N:7]=[C:6]2O.O=P(Cl)(Cl)[Cl:22]. The catalyst is CN(C)C1C=CC=CC=1. The product is [Cl:22][C:6]1[C:5]2[C:10](=[CH:11][CH:12]=[C:3]([O:2][CH3:1])[CH:4]=2)[N:9]=[C:8]([C:13]2[CH:14]=[N:15][CH:16]=[CH:17][CH:18]=2)[N:7]=1. The yield is 0.404. (2) The reactants are [CH3:1][C:2]([NH:17]C(=O)C(F)(F)F)([CH3:16])[CH2:3][C:4]1[CH:9]=[CH:8][C:7]([C:10]2[N:11]=[C:12]([CH3:15])[S:13][CH:14]=2)=[CH:6][CH:5]=1.[OH-].[Na+]. The catalyst is CO.O1CCCC1. The product is [CH3:16][C:2]([NH2:17])([CH3:1])[CH2:3][C:4]1[CH:9]=[CH:8][C:7]([C:10]2[N:11]=[C:12]([CH3:15])[S:13][CH:14]=2)=[CH:6][CH:5]=1. The yield is 0.930. (3) The reactants are [CH2:1]([C:3]1[C:8]([I:9])=[CH:7][N:6]=[C:5](N)[CH:4]=1)[CH3:2].N([O-])=O.[Na+].[OH-].[Na+].[ClH:17]. The catalyst is O. The product is [Cl:17][C:5]1[CH:4]=[C:3]([CH2:1][CH3:2])[C:8]([I:9])=[CH:7][N:6]=1. The yield is 0.490. (4) The reactants are [Cl:1][C:2]1[CH:7]=[CH:6][C:5]([OH:8])=[CH:4][N:3]=1.[C:9]([N:16]1[CH2:21][CH2:20][CH:19]([CH2:22]O)[CH2:18][CH2:17]1)([O:11][C:12]([CH3:15])([CH3:14])[CH3:13])=[O:10].C1C=CC(P(C2C=CC=CC=2)C2C=CC=CC=2)=CC=1.N(C(OC(C)C)=O)=NC(OC(C)C)=O. The catalyst is C1COCC1. The product is [Cl:1][C:2]1[N:3]=[CH:4][C:5]([O:8][CH2:22][CH:19]2[CH2:20][CH2:21][N:16]([C:9]([O:11][C:12]([CH3:13])([CH3:15])[CH3:14])=[O:10])[CH2:17][CH2:18]2)=[CH:6][CH:7]=1. The yield is 0.540. (5) The reactants are [OH-].[Na+].[NH2:3][CH2:4][C:5]1[CH:6]=[CH:7][CH:8]=[C:9]2[C:13]=1[N:12]([CH2:14][C:15]([OH:17])=[O:16])[CH:11]=[CH:10]2.[CH3:18][C:19]([O:22][C:23](O[C:23]([O:22][C:19]([CH3:21])([CH3:20])[CH3:18])=[O:24])=[O:24])([CH3:21])[CH3:20]. The catalyst is O1CCOCC1. The product is [C:19]([O:22][C:23]([NH:3][CH2:4][C:5]1[CH:6]=[CH:7][CH:8]=[C:9]2[C:13]=1[N:12]([CH2:14][C:15]([OH:17])=[O:16])[CH:11]=[CH:10]2)=[O:24])([CH3:21])([CH3:20])[CH3:18]. The yield is 0.360. (6) The reactants are [CH3:1][N:2]1[CH:6]=[C:5](/[CH:7]=[CH:8]/[C:9]([OH:11])=[O:10])[CH:4]=[N:3]1.OS(O)(=O)=O.[OH-].[Na+].[CH3:19]O. No catalyst specified. The product is [CH3:1][N:2]1[CH:6]=[C:5](/[CH:7]=[CH:8]/[C:9]([O:11][CH3:19])=[O:10])[CH:4]=[N:3]1. The yield is 0.718. (7) The reactants are [Cl:1][C:2]1[S:6][C:5]([S:7]([NH:10][C@H:11]([CH:19]([OH:21])[CH3:20])[C@H:12]([CH3:18])[CH2:13][C:14]([F:17])([F:16])[F:15])(=[O:9])=[O:8])=[CH:4][CH:3]=1.CC(OI1(OC(C)=O)(OC(C)=O)OC(=O)C2C=CC=CC1=2)=O.S([O-])([O-])(=O)=S.[Na+].[Na+]. The catalyst is C(Cl)Cl.CCOCC.C(=O)(O)[O-].[Na+].O.CCOC(C)=O.CCCCCC. The product is [C:19]([C@@H:11]([NH:10][S:7]([C:5]1[S:6][C:2]([Cl:1])=[CH:3][CH:4]=1)(=[O:9])=[O:8])[C@H:12]([CH3:18])[CH2:13][C:14]([F:17])([F:16])[F:15])(=[O:21])[CH3:20]. The yield is 0.731. (8) The yield is 0.610. The reactants are [H-].[Na+].[CH3:3][N:4]1[CH2:9][CH2:8][N:7]([CH3:10])[CH2:6][C@@H:5]1[CH2:11][OH:12].[C:13]1([N:19]2[CH2:24][CH2:23][N:22]([C:25](OC3C=CC([N+]([O-])=O)=CC=3)=[O:26])[CH2:21][CH2:20]2)[CH:18]=[CH:17][CH:16]=[CH:15][CH:14]=1. The catalyst is CCCCCCC.C1COCC1. The product is [C:13]1([N:19]2[CH2:20][CH2:21][N:22]([C:25]([O:12][CH2:11][C@H:5]3[CH2:6][N:7]([CH3:10])[CH2:8][CH2:9][N:4]3[CH3:3])=[O:26])[CH2:23][CH2:24]2)[CH:14]=[CH:15][CH:16]=[CH:17][CH:18]=1. (9) The reactants are [Br:1][C:2]1[CH:3]=[C:4]2[C:8](=[CH:9][C:10]=1[N+:11]([O-:13])=[O:12])[NH:7][CH2:6][CH2:5]2.C(C1C(=O)C(Cl)=C(Cl)C(=O)C=1C#N)#N. The catalyst is O1CCOCC1. The product is [Br:1][C:2]1[CH:3]=[C:4]2[C:8](=[CH:9][C:10]=1[N+:11]([O-:13])=[O:12])[NH:7][CH:6]=[CH:5]2. The yield is 0.380. (10) The reactants are Cl[C:2]1[CH:3]=[CH:4][C:5]2[C:6]([N:11]=1)=[N:7][CH:8]=[CH:9][N:10]=2.[CH:12]([Sn](CCCC)(CCCC)CCCC)=[CH2:13]. The catalyst is C1COCC1. The product is [CH:12]([C:2]1[CH:3]=[CH:4][C:5]2[C:6]([N:11]=1)=[N:7][CH:8]=[CH:9][N:10]=2)=[CH2:13]. The yield is 0.810.